Regression. Given two drug SMILES strings and cell line genomic features, predict the synergy score measuring deviation from expected non-interaction effect. From a dataset of NCI-60 drug combinations with 297,098 pairs across 59 cell lines. Synergy scores: CSS=33.8, Synergy_ZIP=-8.98, Synergy_Bliss=-3.58, Synergy_Loewe=-38.0, Synergy_HSA=-0.0962. Drug 2: CCC1(CC2CC(C3=C(CCN(C2)C1)C4=CC=CC=C4N3)(C5=C(C=C6C(=C5)C78CCN9C7C(C=CC9)(C(C(C8N6C)(C(=O)OC)O)OC(=O)C)CC)OC)C(=O)OC)O.OS(=O)(=O)O. Cell line: RXF 393. Drug 1: C1=CC(=CC=C1CCCC(=O)O)N(CCCl)CCCl.